Dataset: Forward reaction prediction with 1.9M reactions from USPTO patents (1976-2016). Task: Predict the product of the given reaction. (1) Given the reactants [OH:1][CH:2]([C:6]1[CH:11]=[CH:10][C:9]([C:12]2[N:16]=[C:15]([C:17]3[O:21][N:20]=[C:19]([C:22]4[CH:27]=[CH:26][CH:25]=[CH:24][CH:23]=4)[C:18]=3[C:28]([F:31])([F:30])[F:29])[O:14][N:13]=2)=[CH:8][CH:7]=1)[C:3](O)=[O:4].Cl.[NH2:33][C:34]([CH3:38])([CH3:37])[C:35]#[N:36].CN(C(ON1N=NC2C=CC=NC1=2)=[N+](C)C)C.F[P-](F)(F)(F)(F)F.CN1CCOCC1, predict the reaction product. The product is: [C:35]([C:34]([NH:33][C:3](=[O:4])[CH:2]([OH:1])[C:6]1[CH:7]=[CH:8][C:9]([C:12]2[N:16]=[C:15]([C:17]3[O:21][N:20]=[C:19]([C:22]4[CH:27]=[CH:26][CH:25]=[CH:24][CH:23]=4)[C:18]=3[C:28]([F:30])([F:31])[F:29])[O:14][N:13]=2)=[CH:10][CH:11]=1)([CH3:38])[CH3:37])#[N:36]. (2) The product is: [NH2:20][C:19]1[N:18]=[CH:17][N:16]=[C:15]2[N:11]([CH2:10][CH2:9][NH:8][CH2:1][C:2]3[CH:7]=[CH:6][CH:5]=[CH:4][CH:3]=3)[N:12]=[C:13]([C:21]3[CH:26]=[C:25]([OH:27])[CH:24]=[C:23]([F:29])[CH:22]=3)[C:14]=12. Given the reactants [CH2:1]([NH:8][CH2:9][CH2:10][N:11]1[C:15]2=[N:16][CH:17]=[N:18][C:19]([NH2:20])=[C:14]2[C:13]([C:21]2[CH:26]=[C:25]([O:27]C)[CH:24]=[C:23]([F:29])[CH:22]=2)=[N:12]1)[C:2]1[CH:7]=[CH:6][CH:5]=[CH:4][CH:3]=1.B(Br)(Br)Br.C(=O)(O)[O-].[Na+], predict the reaction product.